Dataset: Catalyst prediction with 721,799 reactions and 888 catalyst types from USPTO. Task: Predict which catalyst facilitates the given reaction. (1) Reactant: [CH3:1][S:2]([C:5]1[CH:10]=[CH:9][C:8]([C:11]2[C:12]([O:31][C:32]3[CH:37]=[CH:36][C:35]([O:38][CH2:39][CH2:40][N:41]4[CH2:46][CH2:45][CH2:44][CH2:43][CH2:42]4)=[CH:34][CH:33]=3)=[C:13]3[C:18](=[CH:19][CH:20]=2)[CH:17]=[C:16]([O:21][C:22](=[O:30])[C:23]2[CH:28]=[CH:27][C:26]([F:29])=[CH:25][CH:24]=2)[CH:15]=[CH:14]3)=[CH:7][CH:6]=1)(=[O:4])=[O:3].[ClH:47].CCOCC. Product: [ClH:47].[CH3:1][S:2]([C:5]1[CH:6]=[CH:7][C:8]([C:11]2[C:12]([O:31][C:32]3[CH:37]=[CH:36][C:35]([O:38][CH2:39][CH2:40][N:41]4[CH2:46][CH2:45][CH2:44][CH2:43][CH2:42]4)=[CH:34][CH:33]=3)=[C:13]3[C:18](=[CH:19][CH:20]=2)[CH:17]=[C:16]([O:21][C:22](=[O:30])[C:23]2[CH:24]=[CH:25][C:26]([F:29])=[CH:27][CH:28]=2)[CH:15]=[CH:14]3)=[CH:9][CH:10]=1)(=[O:3])=[O:4]. The catalyst class is: 4. (2) Reactant: [N-:1]=[N+:2]=[N-:3].[Na+].O.[C:6]([C:8]([C:13]1[S:14][CH:15]=[CH:16][CH:17]=1)=[CH:9][C:10](Cl)=[O:11])#[N:7]. Product: [C:6]([C:8]([C:13]1[S:14][CH:15]=[CH:16][CH:17]=1)=[CH:9][C:10]([N:1]=[N+:2]=[N-:3])=[O:11])#[N:7]. The catalyst class is: 12. (3) Reactant: [F:1][C:2]1[CH:3]=[C:4]([CH:7]=[CH:8][C:9]=1[C:10]1[S:11][C:12]2[C:17]([N:18]=1)=[CH:16][CH:15]=[C:14]([C:19]1([C:22]3[CH:27]=[CH:26][CH:25]=[CH:24][CH:23]=3)[CH2:21][CH2:20]1)[N:13]=2)[CH:5]=[O:6].[BH4-].[Na+]. Product: [F:1][C:2]1[CH:3]=[C:4]([CH2:5][OH:6])[CH:7]=[CH:8][C:9]=1[C:10]1[S:11][C:12]2[C:17]([N:18]=1)=[CH:16][CH:15]=[C:14]([C:19]1([C:22]3[CH:23]=[CH:24][CH:25]=[CH:26][CH:27]=3)[CH2:20][CH2:21]1)[N:13]=2. The catalyst class is: 36. (4) Reactant: Cl[C:2]1[C:11]2[C:6](=[CH:7][C:8]([S:12]([N:15]([CH2:21][C:22]3[CH:27]=[CH:26][C:25]([O:28][CH3:29])=[CH:24][C:23]=3[O:30][CH3:31])[C:16]3[S:17][CH:18]=[CH:19][N:20]=3)(=[O:14])=[O:13])=[CH:9][CH:10]=2)[CH:5]=[CH:4][N:3]=1.[CH3:32][N:33]([CH:35]=O)[CH3:34].[CH3:37][N:38]1C=CC=C1[Sn](CCCC)(CCCC)CCCC. Product: [CH3:31][O:30][C:23]1[CH:24]=[C:25]([O:28][CH3:29])[CH:26]=[CH:27][C:22]=1[CH2:21][N:15]([C:16]1[S:17][CH:18]=[CH:19][N:20]=1)[S:12]([C:8]1[CH:7]=[C:6]2[C:11](=[CH:10][CH:9]=1)[C:2]([C:32]1[N:33]([CH3:34])[CH:35]=[CH:37][N:38]=1)=[N:3][CH:4]=[CH:5]2)(=[O:13])=[O:14]. The catalyst class is: 535. (5) Reactant: [CH3:1][O:2][C:3]1[C:12]([C:13]#[N:14])=[CH:11][CH:10]=[C:9]2[C:4]=1[CH2:5][CH2:6][O:7][CH:8]2[CH2:15][N:16]1[CH2:21][CH2:20][NH:19][CH2:18][CH2:17]1.[CH3:22][C:23]1[C:31]2[CH2:30][O:29][C:28](=[O:32])[C:27]=2[CH:26]=[CH:25][C:24]=1[CH2:33][CH:34]=O.[BH-](OC(C)=O)(OC(C)=O)OC(C)=O.[Na+]. Product: [CH3:22][C:23]1[C:31]2[CH2:30][O:29][C:28](=[O:32])[C:27]=2[CH:26]=[CH:25][C:24]=1[CH2:33][CH2:34][N:19]1[CH2:20][CH2:21][N:16]([CH2:15][CH:8]2[C:9]3[C:4](=[C:3]([O:2][CH3:1])[C:12]([C:13]#[N:14])=[CH:11][CH:10]=3)[CH2:5][CH2:6][O:7]2)[CH2:17][CH2:18]1. The catalyst class is: 2. (6) Reactant: [CH3:1][C:2]1[CH:3]=[C:4]([OH:26])[CH:5]=[C:6]2[C:10]=1[N:9]([CH2:11][CH2:12][C:13]1[CH:18]=[CH:17][CH:16]=[CH:15][CH:14]=1)[CH:8]=[C:7]2[CH:19]1[CH2:24][CH2:23][N:22]([CH3:25])[CH2:21][CH2:20]1.[H-].[Na+].[F:29][C:30]1[CH:35]=[CH:34][CH:33]=[C:32]([F:36])[C:31]=1[S:37]([Cl:40])(=[O:39])=[O:38]. Product: [ClH:40].[CH3:1][C:2]1[CH:3]=[C:4]([O:26][S:37]([C:31]2[C:32]([F:36])=[CH:33][CH:34]=[CH:35][C:30]=2[F:29])(=[O:39])=[O:38])[CH:5]=[C:6]2[C:10]=1[N:9]([CH2:11][CH2:12][C:13]1[CH:18]=[CH:17][CH:16]=[CH:15][CH:14]=1)[CH:8]=[C:7]2[CH:19]1[CH2:20][CH2:21][N:22]([CH3:25])[CH2:23][CH2:24]1. The catalyst class is: 1.